From a dataset of Peptide-MHC class I binding affinity with 185,985 pairs from IEDB/IMGT. Regression. Given a peptide amino acid sequence and an MHC pseudo amino acid sequence, predict their binding affinity value. This is MHC class I binding data. (1) The peptide sequence is QLLDVKLAL. The MHC is HLA-A02:02 with pseudo-sequence HLA-A02:02. The binding affinity (normalized) is 0.577. (2) The peptide sequence is FLSNGHVTI. The MHC is HLA-A68:02 with pseudo-sequence HLA-A68:02. The binding affinity (normalized) is 0.259. (3) The peptide sequence is AALEGLSGF. The MHC is HLA-A03:01 with pseudo-sequence HLA-A03:01. The binding affinity (normalized) is 0.0847. (4) The peptide sequence is GLFNVGARQNI. The MHC is HLA-A02:01 with pseudo-sequence HLA-A02:01. The binding affinity (normalized) is 0.274. (5) The peptide sequence is STELIRRVR. The MHC is HLA-A33:01 with pseudo-sequence HLA-A33:01. The binding affinity (normalized) is 0.336. (6) The peptide sequence is LLLAILGPL. The MHC is Patr-A0901 with pseudo-sequence Patr-A0901. The binding affinity (normalized) is 0.322. (7) The peptide sequence is LLWAFAHRQ. The MHC is HLA-A02:11 with pseudo-sequence HLA-A02:11. The binding affinity (normalized) is 0.834. (8) The peptide sequence is SRYWEPEFY. The MHC is HLA-A01:01 with pseudo-sequence HLA-A01:01. The binding affinity (normalized) is 0.0847. (9) The peptide sequence is FAEESYTYY. The MHC is HLA-A11:01 with pseudo-sequence HLA-A11:01. The binding affinity (normalized) is 0.0370.